From a dataset of NCI-60 drug combinations with 297,098 pairs across 59 cell lines. Regression. Given two drug SMILES strings and cell line genomic features, predict the synergy score measuring deviation from expected non-interaction effect. (1) Drug 2: CC1=C(C=C(C=C1)NC(=O)C2=CC=C(C=C2)CN3CCN(CC3)C)NC4=NC=CC(=N4)C5=CN=CC=C5. Cell line: UACC-257. Synergy scores: CSS=0.946, Synergy_ZIP=0.873, Synergy_Bliss=1.97, Synergy_Loewe=1.95, Synergy_HSA=1.35. Drug 1: CN1C(=O)N2C=NC(=C2N=N1)C(=O)N. (2) Drug 1: C1=NC2=C(N1)C(=S)N=C(N2)N. Drug 2: C(=O)(N)NO. Cell line: A549. Synergy scores: CSS=28.1, Synergy_ZIP=-2.53, Synergy_Bliss=-0.401, Synergy_Loewe=-39.9, Synergy_HSA=0.0843. (3) Drug 1: C1CCC(CC1)NC(=O)N(CCCl)N=O. Drug 2: CCC1(C2=C(COC1=O)C(=O)N3CC4=CC5=C(C=CC(=C5CN(C)C)O)N=C4C3=C2)O.Cl. Cell line: HL-60(TB). Synergy scores: CSS=71.5, Synergy_ZIP=7.27, Synergy_Bliss=6.02, Synergy_Loewe=-3.92, Synergy_HSA=7.38. (4) Drug 1: CCC1=C2CN3C(=CC4=C(C3=O)COC(=O)C4(CC)O)C2=NC5=C1C=C(C=C5)O. Drug 2: CC12CCC3C(C1CCC2OP(=O)(O)O)CCC4=C3C=CC(=C4)OC(=O)N(CCCl)CCCl.[Na+]. Cell line: UACC62. Synergy scores: CSS=61.2, Synergy_ZIP=4.11, Synergy_Bliss=0.946, Synergy_Loewe=1.32, Synergy_HSA=4.40. (5) Drug 1: C1=C(C(=O)NC(=O)N1)F. Drug 2: C1=NNC2=C1C(=O)NC=N2. Cell line: SN12C. Synergy scores: CSS=18.4, Synergy_ZIP=-0.878, Synergy_Bliss=-3.17, Synergy_Loewe=-16.9, Synergy_HSA=-3.45. (6) Drug 1: CC1=C2C(C(=O)C3(C(CC4C(C3C(C(C2(C)C)(CC1OC(=O)C(C(C5=CC=CC=C5)NC(=O)OC(C)(C)C)O)O)OC(=O)C6=CC=CC=C6)(CO4)OC(=O)C)OC)C)OC. Drug 2: C1=CC=C(C(=C1)C(C2=CC=C(C=C2)Cl)C(Cl)Cl)Cl. Cell line: TK-10. Synergy scores: CSS=56.7, Synergy_ZIP=10.2, Synergy_Bliss=10.6, Synergy_Loewe=-7.25, Synergy_HSA=11.1. (7) Drug 1: CNC(=O)C1=CC=CC=C1SC2=CC3=C(C=C2)C(=NN3)C=CC4=CC=CC=N4. Drug 2: CN1CCC(CC1)COC2=C(C=C3C(=C2)N=CN=C3NC4=C(C=C(C=C4)Br)F)OC. Cell line: NCI/ADR-RES. Synergy scores: CSS=5.99, Synergy_ZIP=-0.760, Synergy_Bliss=-0.125, Synergy_Loewe=-2.48, Synergy_HSA=-1.19. (8) Drug 1: CN1CCC(CC1)COC2=C(C=C3C(=C2)N=CN=C3NC4=C(C=C(C=C4)Br)F)OC. Drug 2: C1=CC=C(C(=C1)C(C2=CC=C(C=C2)Cl)C(Cl)Cl)Cl. Cell line: MCF7. Synergy scores: CSS=9.83, Synergy_ZIP=-1.11, Synergy_Bliss=4.27, Synergy_Loewe=-1.79, Synergy_HSA=3.93. (9) Drug 1: C1=CC(=C2C(=C1NCCNCCO)C(=O)C3=C(C=CC(=C3C2=O)O)O)NCCNCCO. Drug 2: C(CC(=O)O)C(=O)CN.Cl. Cell line: HCT116. Synergy scores: CSS=46.0, Synergy_ZIP=2.47, Synergy_Bliss=1.14, Synergy_Loewe=0.0397, Synergy_HSA=2.61.